Dataset: Peptide-MHC class I binding affinity with 185,985 pairs from IEDB/IMGT. Task: Regression. Given a peptide amino acid sequence and an MHC pseudo amino acid sequence, predict their binding affinity value. This is MHC class I binding data. (1) The peptide sequence is YMYRVWSPL. The MHC is HLA-C07:01 with pseudo-sequence HLA-C07:01. The binding affinity (normalized) is 0.0847. (2) The peptide sequence is FHEAVQAVW. The MHC is Mamu-B17 with pseudo-sequence Mamu-B17. The binding affinity (normalized) is 0.803. (3) The peptide sequence is IFVDTMSIY. The MHC is HLA-A68:01 with pseudo-sequence HLA-A68:01. The binding affinity (normalized) is 0.373.